From a dataset of Catalyst prediction with 721,799 reactions and 888 catalyst types from USPTO. Predict which catalyst facilitates the given reaction. (1) Reactant: [H-].[Na+].[C:3]([O:7][C:8]([NH:10][C@@H:11]1[CH2:15][CH2:14][C@H:13]([C:16]([OH:18])=[O:17])[CH2:12]1)=[O:9])([CH3:6])([CH3:5])[CH3:4].I[CH3:20].Cl. Product: [C:3]([O:7][C:8]([N:10]([CH3:20])[C@@H:11]1[CH2:15][CH2:14][C@H:13]([C:16]([OH:18])=[O:17])[CH2:12]1)=[O:9])([CH3:6])([CH3:4])[CH3:5]. The catalyst class is: 7. (2) Reactant: [C:1]([O:5][C:6]([N:8]1[CH2:11][CH2:10][C@H:9]1[CH2:12][O:13][C:14]1[CH:15]=[N:16][CH:17]=[C:18]([C:20]#[CH:21])[CH:19]=1)=[O:7])([CH3:4])([CH3:3])[CH3:2].I[C:23]1[CH:24]=[C:25]([CH:28]=[CH:29][CH:30]=1)[CH2:26][OH:27]. Product: [C:1]([O:5][C:6]([N:8]1[CH2:11][CH2:10][C@H:9]1[CH2:12][O:13][C:14]1[CH:19]=[C:18]([C:20]#[C:21][C:23]2[CH:24]=[C:25]([CH2:26][OH:27])[CH:28]=[CH:29][CH:30]=2)[CH:17]=[N:16][CH:15]=1)=[O:7])([CH3:4])([CH3:3])[CH3:2]. The catalyst class is: 724. (3) Reactant: [C:1]([CH2:3][C:4]1[CH:5]=[C:6]([CH:11]=[CH:12][CH:13]=1)[C:7]([O:9][CH3:10])=[O:8])#[N:2].[H-].[Na+].Cl[CH2:17][CH2:18][O:19][CH2:20][CH2:21]Cl.O. Product: [C:1]([C:3]1([C:4]2[CH:5]=[C:6]([CH:11]=[CH:12][CH:13]=2)[C:7]([O:9][CH3:10])=[O:8])[CH2:21][CH2:20][O:19][CH2:18][CH2:17]1)#[N:2]. The catalyst class is: 16. (4) Reactant: Cl.Cl.[Cl:3][C:4]1[C:8]([Cl:9])=[C:7]([CH3:10])[NH:6][C:5]=1[C:11]([NH:13][C@H:14]1[CH2:19][CH2:18][NH:17][CH2:16][C@H:15]1[N:20]1[CH:24]=[CH:23][N:22]=[CH:21]1)=[O:12].Br[C:26]1[S:27][C:28]2[C:34]([C:35]([O:37][CH2:38][CH3:39])=[O:36])=[CH:33][CH:32]=[CH:31][C:29]=2[N:30]=1.CCN(C(C)C)C(C)C. Product: [Cl:3][C:4]1[C:8]([Cl:9])=[C:7]([CH3:10])[NH:6][C:5]=1[C:11]([NH:13][C@H:14]1[CH2:19][CH2:18][N:17]([C:26]2[S:27][C:28]3[C:34]([C:35]([O:37][CH2:38][CH3:39])=[O:36])=[CH:33][CH:32]=[CH:31][C:29]=3[N:30]=2)[CH2:16][C@H:15]1[N:20]1[CH:24]=[CH:23][N:22]=[CH:21]1)=[O:12]. The catalyst class is: 60.